Dataset: Forward reaction prediction with 1.9M reactions from USPTO patents (1976-2016). Task: Predict the product of the given reaction. Given the reactants [CH:1]1([N:5]2[CH2:11][CH2:10][CH2:9][N:8]([C:12]([C@@H:14]3[CH2:17][C@H:16]([OH:18])[CH2:15]3)=[O:13])[CH2:7][CH2:6]2)[CH2:4][CH2:3][CH2:2]1.C(N(CC)CC)C.[C:26]1([CH3:36])[CH:31]=[CH:30][C:29]([S:32](Cl)(=[O:34])=[O:33])=[CH:28][CH:27]=1, predict the reaction product. The product is: [CH3:36][C:26]1[CH:31]=[CH:30][C:29]([S:32]([O:18][C@H:16]2[CH2:17][C@@H:14]([C:12]([N:8]3[CH2:9][CH2:10][CH2:11][N:5]([CH:1]4[CH2:4][CH2:3][CH2:2]4)[CH2:6][CH2:7]3)=[O:13])[CH2:15]2)(=[O:34])=[O:33])=[CH:28][CH:27]=1.